Predict the reaction yield, written as a fraction of the theoretical maximum amount of product (1.0 means a 100% yield; for example, 0.34 means a 34% yield). From a dataset of Reaction yield outcomes from USPTO patents with 853,638 reactions. The reactants are [C:1]1([C:7](=O)[CH2:8][C:9]2[CH:14]=[CH:13][CH:12]=[CH:11][CH:10]=2)[CH:6]=[CH:5][CH:4]=[CH:3][CH:2]=1.[N:16]1[NH:17][N:18]=[N:19][C:20]=1[C:21]1[CH:28]=[CH:27][C:24]([CH:25]=O)=[CH:23][CH:22]=1.[NH2:29][C:30]([NH2:32])=[O:31].Cl. The catalyst is CCO. The product is [N:16]1[NH:17][N:18]=[N:19][C:20]=1[C:21]1[CH:28]=[CH:27][C:24]([CH:25]2[C:8]([C:9]3[CH:14]=[CH:13][CH:12]=[CH:11][CH:10]=3)=[C:7]([C:1]3[CH:6]=[CH:5][CH:4]=[CH:3][CH:2]=3)[NH:32][C:30](=[O:31])[NH:29]2)=[CH:23][CH:22]=1. The yield is 0.150.